Dataset: Catalyst prediction with 721,799 reactions and 888 catalyst types from USPTO. Task: Predict which catalyst facilitates the given reaction. (1) Reactant: Cl[C:2]1[N:3]([CH2:10][C@:11]([OH:31])([CH3:30])[CH2:12][N:13]2[N:17]=[C:16]([C:18]3[CH:23]=[CH:22][C:21]([O:24][C:25]([F:28])([F:27])[F:26])=[CH:20][CH:19]=3)[O:15][C:14]2=[O:29])[CH:4]=[C:5]([N+:7]([O-:9])=[O:8])[N:6]=1.[H-].[Na+]. Product: [CH3:30][C@@:11]1([CH2:12][N:13]2[N:17]=[C:16]([C:18]3[CH:23]=[CH:22][C:21]([O:24][C:25]([F:28])([F:27])[F:26])=[CH:20][CH:19]=3)[O:15][C:14]2=[O:29])[O:31][C:2]2=[N:6][C:5]([N+:7]([O-:9])=[O:8])=[CH:4][N:3]2[CH2:10]1. The catalyst class is: 12. (2) The catalyst class is: 6. Reactant: [O:1]1[CH2:6][CH2:5]OCC1.[OH-:7].[Na+].[CH3:9][N:10]([CH3:27])[CH2:11][CH2:12][N:13]([CH3:26])[C:14]1[CH:21]=[CH:20]C(C#N)=[CH:16][C:15]=1[C:22]([F:25])([F:24])[F:23]. Product: [CH3:9][N:10]([CH3:27])[CH2:11][CH2:12][N:13]([CH3:26])[C:14]1[CH:21]=[CH:20][C:5]([C:6]([OH:1])=[O:7])=[CH:16][C:15]=1[C:22]([F:25])([F:24])[F:23]. (3) Reactant: [Br:1][C:2]1[CH:22]=[CH:21][C:5]([O:6][CH2:7][CH:8]2[CH2:13][CH2:12][N:11](C(OC(C)(C)C)=O)[CH2:10][CH2:9]2)=[C:4]([CH:23]=[O:24])[CH:3]=1.[ClH:25].O1CCOCC1. Product: [ClH:25].[Br:1][C:2]1[CH:22]=[CH:21][C:5]([O:6][CH2:7][CH:8]2[CH2:9][CH2:10][NH:11][CH2:12][CH2:13]2)=[C:4]([CH:3]=1)[CH:23]=[O:24]. The catalyst class is: 2. (4) Reactant: [CH:1]([CH:4]([C@@H:14]1[CH2:17][C@H:16]([OH:18])[CH2:15]1)[C:5]([CH:11]([CH3:13])[CH3:12])([CH:8]([CH3:10])[CH3:9])[O:6][SiH3:7])([CH3:3])[CH3:2].[N+:19]([C:22]1[CH:30]=[CH:29][C:25]([C:26](O)=[O:27])=[CH:24][CH:23]=1)([O-:21])=[O:20].C1C=CC(P(C2C=CC=CC=2)C2C=CC=CC=2)=CC=1.CC(OC(/N=N/C(OC(C)C)=O)=O)C. Product: [N+:19]([C:22]1[CH:23]=[CH:24][C:25]([C:26]([O:18][C@H:16]2[CH2:15][C@H:14]([CH:4]([CH:1]([CH3:2])[CH3:3])[C:5]([CH:11]([CH3:12])[CH3:13])([CH:8]([CH3:9])[CH3:10])[O:6][SiH3:7])[CH2:17]2)=[O:27])=[CH:29][CH:30]=1)([O-:21])=[O:20]. The catalyst class is: 1. (5) Reactant: Br[C:2]1[CH:10]=[C:9]2[C:5]([CH:6]=[CH:7][NH:8]2)=[CH:4][CH:3]=1.[CH3:11][C:12]1([CH3:28])[C:16]([CH3:18])([CH3:17])[O:15][B:14]([B:14]2[O:15][C:16]([CH3:18])([CH3:17])[C:12]([CH3:28])([CH3:11])[O:13]2)[O:13]1.CC([O-])=O.[K+]. Product: [CH3:11][C:12]1([CH3:28])[C:16]([CH3:18])([CH3:17])[O:15][B:14]([C:2]2[CH:10]=[C:9]3[C:5]([CH:6]=[CH:7][NH:8]3)=[CH:4][CH:3]=2)[O:13]1. The catalyst class is: 431. (6) Reactant: [CH3:1][C:2]1[N:3]=[C:4]2[CH:9]=[N:8][C:7]([C:10]([O:12][CH2:13][CH3:14])=[O:11])=[CH:6][N:5]2[CH:15]=1.Br[C:17]1[CH:22]=[CH:21][C:20]([C:23]([F:26])([F:25])[F:24])=[CH:19][CH:18]=1.C1C=CC(P(C2C=CC=CC=2)C2C=CC=CC=2)=CC=1.C([O-])([O-])=O.[K+].[K+]. Product: [CH3:1][C:2]1[N:3]=[C:4]2[CH:9]=[N:8][C:7]([C:10]([O:12][CH2:13][CH3:14])=[O:11])=[CH:6][N:5]2[C:15]=1[C:17]1[CH:22]=[CH:21][C:20]([C:23]([F:26])([F:25])[F:24])=[CH:19][CH:18]=1. The catalyst class is: 222. (7) Reactant: [CH3:1][C:2]1([CH3:12])[C:10]2[C:5](=[CH:6][CH:7]=[CH:8][CH:9]=2)[CH2:4][C:3]1=O.Cl.[NH2:14][OH:15].C1(C)C=CC=CC=1.C(Cl)(Cl)Cl. Product: [CH3:1][C:2]1([CH3:12])[C:10]2[C:5](=[CH:6][CH:7]=[CH:8][CH:9]=2)[CH2:4][C:3]1=[N:14][OH:15]. The catalyst class is: 17. (8) Reactant: C([O:8][C:9]1[CH:29]=[CH:28][C:12]([O:13][CH2:14][CH2:15][C:16]2[N:17]=[C:18]([C:22]3[CH:27]=[CH:26][CH:25]=[CH:24][CH:23]=3)[O:19][C:20]=2[CH3:21])=[CH:11][C:10]=1[CH2:30][CH2:31][CH3:32])C1C=CC=CC=1.[H][H]. Product: [CH2:30]([C:10]1[CH:11]=[C:12]([O:13][CH2:14][CH2:15][C:16]2[N:17]=[C:18]([C:22]3[CH:27]=[CH:26][C:25]([C:9]4[CH:29]=[CH:28][CH:12]=[CH:11][CH:10]=4)=[CH:24][CH:23]=3)[O:19][C:20]=2[CH3:21])[CH:28]=[CH:29][C:9]=1[OH:8])[CH2:31][CH3:32]. The catalyst class is: 29. (9) Reactant: II.[Br:3][C:4]1[CH:5]=[C:6]2[C:11](=[CH:12][CH:13]=1)[N:10]=[C:9]([S:14][CH3:15])[NH:8][C:7]2=O.[N+:17]([C:20]1[N:24]=[CH:23][NH:22][N:21]=1)([O-:19])=[O:18].C1(P(C2C=CC=CC=2)C2C=CC=CC=2)C=CC=CC=1.C(N(CC)C(C)C)(C)C. Product: [Br:3][C:4]1[CH:5]=[C:6]2[C:11](=[CH:12][CH:13]=1)[N:10]=[C:9]([S:14][CH3:15])[N:8]=[C:7]2[N:22]1[CH:23]=[N:24][C:20]([N+:17]([O-:19])=[O:18])=[N:21]1. The catalyst class is: 11.